This data is from Forward reaction prediction with 1.9M reactions from USPTO patents (1976-2016). The task is: Predict the product of the given reaction. (1) Given the reactants [CH2:1]([C:3]1[NH:4][C:5]2[C:10]([C:11]=1[CH3:12])=[CH:9][CH:8]=[CH:7][CH:6]=2)[CH3:2].[H-].[Na+].Br[CH2:16][C:17]1[CH:34]=[CH:33][C:20]2/[C:21](=[CH:30]/[C:31]#[N:32])/[C:22]3[CH:29]=[CH:28][CH:27]=[CH:26][C:23]=3[CH2:24][CH2:25][C:19]=2[CH:18]=1.O, predict the reaction product. The product is: [CH2:1]([C:3]1[N:4]([CH2:16][C:17]2[CH:34]=[CH:33][C:20]3/[C:21](=[CH:30]/[C:31]#[N:32])/[C:22]4[CH:29]=[CH:28][CH:27]=[CH:26][C:23]=4[CH2:24][CH2:25][C:19]=3[CH:18]=2)[C:5]2[C:10]([C:11]=1[CH3:12])=[CH:9][CH:8]=[CH:7][CH:6]=2)[CH3:2]. (2) Given the reactants [CH3:1][O-:2].[Na+].[Cl:4][C:5]1[CH:6]=[C:7](F)[C:8]([O:11][CH:12]2[CH2:17][CH2:16][N:15]([S:18]([C:21]3[C:22]([CH3:28])=[N:23][N:24]([CH3:27])[C:25]=3[CH3:26])(=[O:20])=[O:19])[CH2:14][CH2:13]2)=[N:9][CH:10]=1, predict the reaction product. The product is: [Cl:4][C:5]1[CH:6]=[C:7]([O:2][CH3:1])[C:8]([O:11][CH:12]2[CH2:17][CH2:16][N:15]([S:18]([C:21]3[C:22]([CH3:28])=[N:23][N:24]([CH3:27])[C:25]=3[CH3:26])(=[O:20])=[O:19])[CH2:14][CH2:13]2)=[N:9][CH:10]=1.